From a dataset of Forward reaction prediction with 1.9M reactions from USPTO patents (1976-2016). Predict the product of the given reaction. Given the reactants Cl[C:2]1[CH:7]=[CH:6][CH:5]=[CH:4][CH:3]=1.[C:8]1(C)[CH:13]=[CH:12]C([Mg]Br)=[CH:10][CH:9]=1.[Cl-].C(C1C=CC=C(C(C)C)C=1[NH+]1CCN(C2C(C(C)C)=CC=CC=2C(C)C)C1)(C)C.C(C(C(C([O-])=O)O)O)([O-])=O.[K+].[Na+], predict the reaction product. The product is: [CH3:10][CH2:9][CH2:8][CH2:13][CH2:12][CH2:3][CH2:4][CH2:5][CH2:6][CH2:7][CH3:2].